Dataset: NCI-60 drug combinations with 297,098 pairs across 59 cell lines. Task: Regression. Given two drug SMILES strings and cell line genomic features, predict the synergy score measuring deviation from expected non-interaction effect. (1) Drug 1: CC1C(C(CC(O1)OC2CC(CC3=C2C(=C4C(=C3O)C(=O)C5=C(C4=O)C(=CC=C5)OC)O)(C(=O)CO)O)N)O.Cl. Drug 2: CCC1(C2=C(COC1=O)C(=O)N3CC4=CC5=C(C=CC(=C5CN(C)C)O)N=C4C3=C2)O.Cl. Cell line: TK-10. Synergy scores: CSS=19.2, Synergy_ZIP=-3.94, Synergy_Bliss=-1.97, Synergy_Loewe=-8.60, Synergy_HSA=-0.482. (2) Drug 1: CC12CCC(CC1=CCC3C2CCC4(C3CC=C4C5=CN=CC=C5)C)O. Drug 2: C1=NC2=C(N1)C(=S)N=C(N2)N. Cell line: SK-MEL-5. Synergy scores: CSS=25.0, Synergy_ZIP=-7.17, Synergy_Bliss=-4.96, Synergy_Loewe=-15.9, Synergy_HSA=-7.09.